This data is from Reaction yield outcomes from USPTO patents with 853,638 reactions. The task is: Predict the reaction yield, written as a fraction of the theoretical maximum amount of product (1.0 means a 100% yield; for example, 0.34 means a 34% yield). (1) The reactants are [Cl:1][C:2]1[S:3][CH:4]=[C:5]([CH3:7])[N:6]=1.S(Cl)(Cl)=O.[Cl:12][S:13](O)(=[O:15])=[O:14]. No catalyst specified. The product is [Cl:1][C:2]1[S:3][C:4]([S:13]([Cl:12])(=[O:15])=[O:14])=[C:5]([CH3:7])[N:6]=1. The yield is 0.896. (2) The reactants are COC1C=C(OC)C=CC=1C[N:6]1[C:11](=[O:12])[C:10]2[CH:13]=[C:14]([CH2:16][CH3:17])[S:15][C:9]=2[NH:8][C:7]1=[O:18].O[CH2:26][C:27]1[CH:32]=[CH:31][C:30]([C:33]2[C:34]([C:40]#[N:41])=[CH:35][CH:36]=[C:37]([F:39])[CH:38]=2)=[CH:29][CH:28]=1.N(C(N1CCCCC1)=O)=NC(N1CCCCC1)=O.C(P(CCCC)CCCC)CCC. The catalyst is C(OCC)(=O)C.O1CCCC1. The product is [CH2:16]([C:14]1[S:15][C:9]2[N:8]([CH2:26][C:27]3[CH:32]=[CH:31][C:30]([C:33]4[C:34]([C:40]#[N:41])=[CH:35][CH:36]=[C:37]([F:39])[CH:38]=4)=[CH:29][CH:28]=3)[C:7](=[O:18])[NH:6][C:11](=[O:12])[C:10]=2[CH:13]=1)[CH3:17]. The yield is 1.00. (3) The reactants are [OH:1][C:2]1[CH:3]=[C:4]([CH2:9][C@H:10]([NH:27]C(OC(C)(C)C)=O)[C:11]([O:13][C@H:14]([CH3:26])[C@H:15]([O:17][C:18]([C:20]2[CH:25]=[CH:24][CH:23]=[CH:22][CH:21]=2)=[O:19])[CH3:16])=[O:12])[CH:5]=[CH:6][C:7]=1[OH:8].[ClH:35]. The catalyst is O1CCOCC1. The product is [ClH:35].[NH2:27][C@@H:10]([CH2:9][C:4]1[CH:5]=[CH:6][C:7]([OH:8])=[C:2]([OH:1])[CH:3]=1)[C:11]([O:13][C@H:14]([CH3:26])[C@H:15]([O:17][C:18]([C:20]1[CH:25]=[CH:24][CH:23]=[CH:22][CH:21]=1)=[O:19])[CH3:16])=[O:12]. The yield is 0.870.